This data is from Cav3 T-type calcium channel HTS with 100,875 compounds. The task is: Binary Classification. Given a drug SMILES string, predict its activity (active/inactive) in a high-throughput screening assay against a specified biological target. (1) The drug is O1c2c(OC1)ccc(NC(=O)c1nn(c(=O)c3c1cccc3)c1cc(OC)ccc1)c2. The result is 0 (inactive). (2) The molecule is O(C(=O)C=1C(n2[nH]cnc2=NC1C)c1ccccc1)CCOC. The result is 0 (inactive). (3) The compound is Fc1ccc(C2=NOC(C2)C(=O)Nc2cc(ccc2)C(=O)C)cc1. The result is 0 (inactive). (4) The molecule is Clc1sc(c2[nH]nc(c2)C(=O)N\N=C\c2c(n(nc2C)c2ccccc2)C)cc1. The result is 0 (inactive). (5) The drug is S(=O)(=O)(N1CCC(CC1)C(OCC)=O)c1cc2CCCN(c2cc1)C(=O)C. The result is 0 (inactive). (6) The compound is S(=O)(=O)(N1CCCCC1)c1ccc(NC(=O)Nc2ccccc2)cc1. The result is 0 (inactive). (7) The result is 0 (inactive). The drug is S(=O)(=O)(N1C(Cc2c(C1)cccc2)C(=O)Nc1sccn1)c1c(OC)ccc(OC)c1. (8) The drug is O=C(c1nc[nH]c1C(=O)Nc1ccccc1)c1ccccc1. The result is 0 (inactive). (9) The result is 0 (inactive). The drug is S(=O)(=O)(N(CC(O)CN(CCC)CCC)c1ccccc1)c1ccc(cc1)C.